This data is from Reaction yield outcomes from USPTO patents with 853,638 reactions. The task is: Predict the reaction yield, written as a fraction of the theoretical maximum amount of product (1.0 means a 100% yield; for example, 0.34 means a 34% yield). The reactants are [CH3:1][Mg]Cl.[Br:4][C:5]1[CH:6]=[CH:7][C:8]([C:11](=[O:13])[CH3:12])=[N:9][CH:10]=1. The catalyst is C1COCC1. The product is [Br:4][C:5]1[CH:6]=[CH:7][C:8]([C:11]([OH:13])([CH3:1])[CH3:12])=[N:9][CH:10]=1. The yield is 1.00.